Dataset: NCI-60 drug combinations with 297,098 pairs across 59 cell lines. Task: Regression. Given two drug SMILES strings and cell line genomic features, predict the synergy score measuring deviation from expected non-interaction effect. (1) Drug 1: CN(C)N=NC1=C(NC=N1)C(=O)N. Drug 2: CC1=C2C(C(=O)C3(C(CC4C(C3C(C(C2(C)C)(CC1OC(=O)C(C(C5=CC=CC=C5)NC(=O)OC(C)(C)C)O)O)OC(=O)C6=CC=CC=C6)(CO4)OC(=O)C)O)C)O. Cell line: HOP-92. Synergy scores: CSS=34.2, Synergy_ZIP=3.11, Synergy_Bliss=3.62, Synergy_Loewe=-17.2, Synergy_HSA=4.58. (2) Drug 1: CC1CCC2CC(C(=CC=CC=CC(CC(C(=O)C(C(C(=CC(C(=O)CC(OC(=O)C3CCCCN3C(=O)C(=O)C1(O2)O)C(C)CC4CCC(C(C4)OC)OCCO)C)C)O)OC)C)C)C)OC. Drug 2: C(=O)(N)NO. Cell line: MALME-3M. Synergy scores: CSS=10.1, Synergy_ZIP=-6.97, Synergy_Bliss=-2.58, Synergy_Loewe=-21.2, Synergy_HSA=-2.00. (3) Drug 1: CC1=C2C(C(=O)C3(C(CC4C(C3C(C(C2(C)C)(CC1OC(=O)C(C(C5=CC=CC=C5)NC(=O)OC(C)(C)C)O)O)OC(=O)C6=CC=CC=C6)(CO4)OC(=O)C)OC)C)OC. Drug 2: CC1=C(C=C(C=C1)C(=O)NC2=CC(=CC(=C2)C(F)(F)F)N3C=C(N=C3)C)NC4=NC=CC(=N4)C5=CN=CC=C5. Cell line: SK-OV-3. Synergy scores: CSS=47.9, Synergy_ZIP=6.09, Synergy_Bliss=7.49, Synergy_Loewe=-6.75, Synergy_HSA=7.27. (4) Drug 1: C1=CC(=C2C(=C1NCCNCCO)C(=O)C3=C(C=CC(=C3C2=O)O)O)NCCNCCO. Drug 2: CC1CCC2CC(C(=CC=CC=CC(CC(C(=O)C(C(C(=CC(C(=O)CC(OC(=O)C3CCCCN3C(=O)C(=O)C1(O2)O)C(C)CC4CCC(C(C4)OC)OCCO)C)C)O)OC)C)C)C)OC. Cell line: NCI-H522. Synergy scores: CSS=51.9, Synergy_ZIP=-0.396, Synergy_Bliss=2.04, Synergy_Loewe=3.52, Synergy_HSA=6.73. (5) Drug 1: CC1C(C(CC(O1)OC2CC(CC3=C2C(=C4C(=C3O)C(=O)C5=C(C4=O)C(=CC=C5)OC)O)(C(=O)C)O)N)O.Cl. Drug 2: CC1C(C(CC(O1)OC2CC(CC3=C2C(=C4C(=C3O)C(=O)C5=CC=CC=C5C4=O)O)(C(=O)C)O)N)O. Cell line: ACHN. Synergy scores: CSS=57.6, Synergy_ZIP=1.69, Synergy_Bliss=2.83, Synergy_Loewe=2.09, Synergy_HSA=4.71. (6) Drug 1: CNC(=O)C1=NC=CC(=C1)OC2=CC=C(C=C2)NC(=O)NC3=CC(=C(C=C3)Cl)C(F)(F)F. Drug 2: C1CN(P(=O)(OC1)NCCCl)CCCl. Cell line: IGROV1. Synergy scores: CSS=-1.98, Synergy_ZIP=1.52, Synergy_Bliss=1.33, Synergy_Loewe=-3.24, Synergy_HSA=-1.54. (7) Cell line: T-47D. Synergy scores: CSS=8.83, Synergy_ZIP=-4.02, Synergy_Bliss=2.50, Synergy_Loewe=-7.02, Synergy_HSA=2.61. Drug 2: C1CC(=O)NC(=O)C1N2C(=O)C3=CC=CC=C3C2=O. Drug 1: C1=C(C(=O)NC(=O)N1)N(CCCl)CCCl. (8) Drug 1: C1CC(=O)NC(=O)C1N2CC3=C(C2=O)C=CC=C3N. Drug 2: CN(C)N=NC1=C(NC=N1)C(=O)N. Cell line: BT-549. Synergy scores: CSS=1.52, Synergy_ZIP=3.98, Synergy_Bliss=-1.60, Synergy_Loewe=-3.42, Synergy_HSA=-2.75. (9) Drug 1: CCC1(CC2CC(C3=C(CCN(C2)C1)C4=CC=CC=C4N3)(C5=C(C=C6C(=C5)C78CCN9C7C(C=CC9)(C(C(C8N6C=O)(C(=O)OC)O)OC(=O)C)CC)OC)C(=O)OC)O.OS(=O)(=O)O. Drug 2: CN1C2=C(C=C(C=C2)N(CCCl)CCCl)N=C1CCCC(=O)O.Cl. Cell line: SK-MEL-2. Synergy scores: CSS=-6.17, Synergy_ZIP=-2.20, Synergy_Bliss=-10.8, Synergy_Loewe=-17.7, Synergy_HSA=-13.4. (10) Drug 1: C1=NC2=C(N=C(N=C2N1C3C(C(C(O3)CO)O)F)Cl)N. Drug 2: COC1=C2C(=CC3=C1OC=C3)C=CC(=O)O2. Cell line: SN12C. Synergy scores: CSS=3.29, Synergy_ZIP=-6.17, Synergy_Bliss=0.324, Synergy_Loewe=-26.8, Synergy_HSA=-3.87.